From a dataset of Full USPTO retrosynthesis dataset with 1.9M reactions from patents (1976-2016). Predict the reactants needed to synthesize the given product. (1) Given the product [CH2:19]([O:21][C:22](=[O:35])[C:23]1[CH:24]=[CH:25][C:26]([N:29]2[CH2:30][CH2:31][N:32]([C:2]3[CH:18]=[CH:17][C:5]([C:6](=[O:7])[NH:8][C:9]4[CH:14]=[CH:13][C:12]([Cl:15])=[C:11]([I:16])[CH:10]=4)=[CH:4][N:3]=3)[CH2:33][CH2:34]2)=[CH:27][CH:28]=1)[CH3:20], predict the reactants needed to synthesize it. The reactants are: Cl[C:2]1[CH:18]=[CH:17][C:5]([C:6]([NH:8][C:9]2[CH:14]=[CH:13][C:12]([Cl:15])=[C:11]([I:16])[CH:10]=2)=[O:7])=[CH:4][N:3]=1.[CH2:19]([O:21][C:22](=[O:35])[C:23]1[CH:28]=[CH:27][C:26]([N:29]2[CH2:34][CH2:33][NH:32][CH2:31][CH2:30]2)=[CH:25][CH:24]=1)[CH3:20].C(OC(=O)C1C=CC(N2CCN(C3C=CC(C(=O)NC4C=CC(C)=C(I)C=4)=CN=3)CC2)=CC=1)C. (2) Given the product [CH3:7][O:9][C:10]1[CH:15]=[CH:14][C:13]([C@@H:16]2[C@@H:21]([O:22][CH2:23][C:24]3[CH:25]=[CH:26][C:27]4[O:32][CH2:31][CH2:30][N:29]([CH2:33][CH2:34][CH2:35][O:36][CH3:37])[C:28]=4[CH:38]=3)[CH2:20][N:19]([S:39]([C:42]3[CH:47]=[CH:46][C:45]([CH3:48])=[CH:44][CH:43]=3)(=[O:41])=[O:40])[C@H:18]([CH2:49][C:50]([CH3:55])([CH3:54])[C:51]([N:1]3[CH2:6][CH2:5][NH:4][CH2:3][CH2:2]3)=[O:52])[CH2:17]2)=[CH:12][CH:11]=1, predict the reactants needed to synthesize it. The reactants are: [NH:1]1[CH2:6][CH2:5][NH:4][CH2:3][CH2:2]1.[CH2:7]([O:9][C:10]1[CH:15]=[CH:14][C:13]([C@@H:16]2[C@@H:21]([O:22][CH2:23][C:24]3[CH:25]=[CH:26][C:27]4[O:32][CH2:31][CH2:30][N:29]([CH2:33][CH2:34][CH2:35][O:36][CH3:37])[C:28]=4[CH:38]=3)[CH2:20][N:19]([S:39]([C:42]3[CH:47]=[CH:46][C:45]([CH3:48])=[CH:44][CH:43]=3)(=[O:41])=[O:40])[C@H:18]([CH2:49][C:50]([CH3:55])([CH3:54])[C:51](O)=[O:52])[CH2:17]2)=[CH:12][CH:11]=1)C.